This data is from Experimentally validated miRNA-target interactions with 360,000+ pairs, plus equal number of negative samples. The task is: Binary Classification. Given a miRNA mature sequence and a target amino acid sequence, predict their likelihood of interaction. (1) The miRNA is hsa-miR-5001-5p with sequence AGGGCUGGACUCAGCGGCGGAGCU. The protein sequence of the target gene is MERPRGAADGLLRWPLGLLLLLQLLPPAAVGQDRLDAPPPPAPPLLRWAGPVGVSWGLRAAAPGGPVPRAGRWRRGAPAEDQDCGRLPDFIAKLTNNTHQHVFDDLSGSVSLSWVGDSTGVILVLTTFQVPLVIVSFGQSKLYRSEDYGKNFKDITNLINNTFIRTEFGMAIGPENSGKVILTAEVSGGSRGGRVFRSSDFAKNFVQTDLPFHPLTQMMYSPQNSDYLLALSTENGLWVSKNFGEKWEEIHKAVCLAKWGPNNIIFFTTHVNGSCKADLGALELWRTSDLGKTFKTIGVK.... Result: 0 (no interaction). (2) The miRNA is hsa-miR-934 with sequence UGUCUACUACUGGAGACACUGG. The protein sequence of the target gene is MELGSCFKTYEDFKECFSAYKRENRCSFILRDCVSVRFHNLNHGTSIREDILYVQVKFVCIRTQSNRKRTREADMCPAYLLLRYNERLDRLFISELNTQHIHGDSKVASPGGDTTGKSQKTMCLQRLQPVQPTTKKDLDTAEKSLVEPSFCLDKVQVSSKPEQEGITPSDLAKIAKVMKNFLKVDEGSMASFSVGDSQHLDRLSFQSSKMTDLFIRFPENLLLHRVENTQGHILYAFLVENKERESRVVHFAVLKAETVTSVAKMLSIFTEFNSDWPKVKVVFVDPSFHYRAILQEIFPA.... Result: 0 (no interaction).